From a dataset of Full USPTO retrosynthesis dataset with 1.9M reactions from patents (1976-2016). Predict the reactants needed to synthesize the given product. (1) Given the product [Br:1][C:2]1[C:3]([OH:24])=[C:4]([OH:22])[CH:5]=[C:6](/[CH:8]=[CH:9]/[C:10]2[CH:15]=[C:14]([OH:16])[C:13]([OH:18])=[C:12]([OH:20])[CH:11]=2)[CH:7]=1, predict the reactants needed to synthesize it. The reactants are: [Br:1][C:2]1[C:3]([O:24]C)=[C:4]([O:22]C)[CH:5]=[C:6]([CH:8]=[CH:9][C:10]2[CH:15]=[C:14]([O:16]C)[C:13]([O:18]C)=[C:12]([O:20]C)[CH:11]=2)[CH:7]=1.Cl.N1C=CC=CC=1.[K+].[Br-]. (2) Given the product [F:32][C:33]([F:37])([F:36])[CH2:34][NH:35][C:23]([C:20]1[C:19]2[N:15]([C:16]([CH3:27])=[CH:17][C:18]=2[CH3:26])[C:14]([C:11]2[CH2:10][C:9]([C:4]3[CH:5]=[C:6]([Cl:8])[CH:7]=[C:2]([Cl:1])[CH:3]=3)([C:28]([F:29])([F:31])[F:30])[O:13][N:12]=2)=[CH:22][CH:21]=1)=[O:25], predict the reactants needed to synthesize it. The reactants are: [Cl:1][C:2]1[CH:3]=[C:4]([C:9]2([C:28]([F:31])([F:30])[F:29])[O:13][N:12]=[C:11]([C:14]3[N:15]4[C:19]([C:20]([C:23]([OH:25])=O)=[CH:21][CH:22]=3)=[C:18]([CH3:26])[CH:17]=[C:16]4[CH3:27])[CH2:10]2)[CH:5]=[C:6]([Cl:8])[CH:7]=1.[F:32][C:33]([F:37])([F:36])[CH2:34][NH2:35]. (3) Given the product [F:53][C:2]([F:1])([F:52])[C:3]1[CH:4]=[C:5]([CH:45]=[C:46]([C:48]([F:49])([F:50])[F:51])[CH:47]=1)[CH2:6][N:7]([CH2:26][C:27]1[C:28]([C:41]([F:44])([F:43])[F:42])=[N:29][N:30]([CH3:40])[C:31]=1[N:32]([CH2:36][CH:37]1[CH2:38][CH2:39]1)[CH2:33][CH2:34][CH3:35])[C:8]1[N:9]=[CH:10][C:11]([CH2:14][CH2:15][C:16]([OH:18])=[O:17])=[CH:12][N:13]=1, predict the reactants needed to synthesize it. The reactants are: [F:1][C:2]([F:53])([F:52])[C:3]1[CH:4]=[C:5]([CH:45]=[C:46]([C:48]([F:51])([F:50])[F:49])[CH:47]=1)[CH2:6][N:7]([CH2:26][C:27]1[C:28]([C:41]([F:44])([F:43])[F:42])=[N:29][N:30]([CH3:40])[C:31]=1[N:32]([CH2:36][CH:37]1[CH2:39][CH2:38]1)[CH2:33][CH2:34][CH3:35])[C:8]1[N:13]=[CH:12][C:11]([CH:14]=[CH:15][C:16]([O:18]CC2C=CC=CC=2)=[O:17])=[CH:10][N:9]=1. (4) Given the product [C:28]([C:31](=[N:19][NH:1][C:2]1[CH:9]=[CH:8][CH:7]=[CH:6][C:3]=1[C:4]#[N:5])[C:32](=[O:34])[CH3:33])(=[O:30])[CH3:29], predict the reactants needed to synthesize it. The reactants are: [NH2:1][C:2]1[CH:9]=[CH:8][CH:7]=[CH:6][C:3]=1[C:4]#[N:5].P(=O)(O)(O)O.[N+]([O-])(O)=O.[N:19]([O-])=O.[Na+].C([O-])(=O)C.[K+].[C:28]([CH2:31][C:32](=[O:34])[CH3:33])(=[O:30])[CH3:29]. (5) The reactants are: [Cr](Cl)([O-])(=O)=O.[NH+]1C=CC=CC=1.[OH:12][CH2:13][C:14]12[CH2:20][C:17]([C:21]([O:23][CH3:24])=[O:22])([CH2:18][CH2:19]1)[CH2:16][CH2:15]2. Given the product [CH:13]([C:14]12[CH2:20][C:17]([C:21]([O:23][CH3:24])=[O:22])([CH2:16][CH2:15]1)[CH2:18][CH2:19]2)=[O:12], predict the reactants needed to synthesize it.